Dataset: Full USPTO retrosynthesis dataset with 1.9M reactions from patents (1976-2016). Task: Predict the reactants needed to synthesize the given product. (1) Given the product [F:1][C:2]1[CH:7]=[CH:6][C:5]2[C:8](=[O:10])[CH2:9][C:16]3([O:11][C:4]=2[CH:3]=1)[CH2:17][CH2:18][N:13]([CH3:12])[CH2:14][CH2:15]3, predict the reactants needed to synthesize it. The reactants are: [F:1][C:2]1[CH:7]=[CH:6][C:5]([C:8](=[O:10])[CH3:9])=[C:4]([OH:11])[CH:3]=1.[CH3:12][N:13]1[CH2:18][CH2:17][C:16](=O)[CH2:15][CH2:14]1.N1CCCC1. (2) Given the product [CH2:13]([N:6]1[C:2]([Br:1])=[N:3][CH:4]=[N:5]1)[C:14]1[CH:19]=[CH:18][CH:17]=[CH:16][CH:15]=1, predict the reactants needed to synthesize it. The reactants are: [Br:1][C:2]1[NH:6][N:5]=[CH:4][N:3]=1.C[O-].[Na+].CO.Br[CH2:13][C:14]1[CH:19]=[CH:18][CH:17]=[CH:16][CH:15]=1.